Dataset: Full USPTO retrosynthesis dataset with 1.9M reactions from patents (1976-2016). Task: Predict the reactants needed to synthesize the given product. Given the product [Cl:15][C:16]1[CH:23]=[CH:22][C:19]([CH2:20][NH:1][CH2:2][CH2:3][N:4]2[C:8]3=[N:9][CH:10]=[N:11][C:12]([NH2:13])=[C:7]3[C:6]([I:14])=[N:5]2)=[CH:18][CH:17]=1, predict the reactants needed to synthesize it. The reactants are: [NH2:1][CH2:2][CH2:3][N:4]1[C:8]2=[N:9][CH:10]=[N:11][C:12]([NH2:13])=[C:7]2[C:6]([I:14])=[N:5]1.[Cl:15][C:16]1[CH:23]=[CH:22][C:19]([CH:20]=O)=[CH:18][CH:17]=1.[BH3-]C#N.[Na+].C(O)(=O)C.